From a dataset of Full USPTO retrosynthesis dataset with 1.9M reactions from patents (1976-2016). Predict the reactants needed to synthesize the given product. (1) Given the product [CH2:23]([C@@H:30]1[CH2:34][O:33][C:32](=[O:35])[N:31]1[C:13]([CH:11]1[C:8]2([CH2:9][CH2:10]2)[C:7](=[O:16])[N:6]([CH2:5][C:4]2[CH:17]=[CH:18][C:19]([O:21][CH3:22])=[CH:20][C:3]=2[O:2][CH3:1])[CH2:12]1)=[O:15])[C:24]1[CH:25]=[CH:26][CH:27]=[CH:28][CH:29]=1, predict the reactants needed to synthesize it. The reactants are: [CH3:1][O:2][C:3]1[CH:20]=[C:19]([O:21][CH3:22])[CH:18]=[CH:17][C:4]=1[CH2:5][N:6]1[CH2:12][CH:11]([C:13]([OH:15])=O)[C:8]2([CH2:10][CH2:9]2)[C:7]1=[O:16].[CH2:23]([C@@H:30]1[CH2:34][O:33][C:32](=[O:35])[NH:31]1)[C:24]1[CH:29]=[CH:28][CH:27]=[CH:26][CH:25]=1.CCN=C=NCCCN(C)C.Cl.O. (2) Given the product [C:1]([O:5][C:6](=[O:22])[NH:7][CH2:8][C:9]1[N:10]=[N:11][N:12]([CH2:14][C:15]2[CH:20]=[CH:19][CH:18]=[C:17]([NH:23][C:24]3[S:25][C:26]([C:32]4[C:33]([F:43])=[CH:34][C:35]([C:39]([OH:42])([CH3:40])[CH3:41])=[CH:36][C:37]=4[F:38])=[CH:27][C:28]=3[C:29]([NH2:31])=[O:30])[N:16]=2)[CH:13]=1)([CH3:4])([CH3:3])[CH3:2], predict the reactants needed to synthesize it. The reactants are: [C:1]([O:5][C:6](=[O:22])[NH:7][CH2:8][C:9]1[N:10]=[N:11][N:12]([CH2:14][C:15]2[CH:20]=[CH:19][CH:18]=[C:17](Br)[N:16]=2)[CH:13]=1)([CH3:4])([CH3:3])[CH3:2].[NH2:23][C:24]1[S:25][C:26]([C:32]2[C:37]([F:38])=[CH:36][C:35]([C:39]([OH:42])([CH3:41])[CH3:40])=[CH:34][C:33]=2[F:43])=[CH:27][C:28]=1[C:29]([NH2:31])=[O:30]. (3) Given the product [OH:6][CH2:5][CH2:4][CH2:3][CH2:2][N:1]1[C:24]2[C:23]3[CH:22]=[CH:21][CH:20]=[CH:19][C:18]=3[C:14](=[O:15])[C:13]=2[C:12]2[C:11](=[CH:10][CH:9]=[CH:8][CH:7]=2)[C:16]1=[O:17], predict the reactants needed to synthesize it. The reactants are: [NH2:1][CH2:2][CH2:3][CH2:4][CH2:5][OH:6].[CH:7]1[C:12]2[C:13]3[C:24](=O)[C:23]4[CH:22]=[CH:21][CH:20]=[CH:19][C:18]=4[C:14]=3[O:15][C:16](=[O:17])[C:11]=2[CH:10]=[CH:9][CH:8]=1. (4) Given the product [Br:1][C:2]1[CH:7]=[CH:6][C:5]([C@H:14]2[CH2:15][CH2:16][C:12](=[O:17])[CH2:13]2)=[CH:4][CH:3]=1, predict the reactants needed to synthesize it. The reactants are: [Br:1][C:2]1[CH:7]=[CH:6][C:5](OB(O)O)=[CH:4][CH:3]=1.[C:12]1(=[O:17])[CH2:16][CH2:15][CH:14]=[CH:13]1. (5) Given the product [Cl:28][C:29]1[CH:36]=[CH:35][C:32]([CH2:33][C:2]2[C:6]([C:7]#[N:8])=[C:5]([C:9]3[CH2:10][CH2:11][O:12][CH2:13][CH:14]=3)[S:4][C:3]=2[C:15]([O:17][CH2:18][CH3:19])=[O:16])=[CH:31][CH:30]=1, predict the reactants needed to synthesize it. The reactants are: Br[C:2]1[C:6]([C:7]#[N:8])=[C:5]([C:9]2[CH2:10][CH2:11][O:12][CH2:13][CH:14]=2)[S:4][C:3]=1[C:15]([O:17][CH2:18][CH3:19])=[O:16].C1(C)C=CC=CC=1.[Cl-].[Cl:28][C:29]1[CH:36]=[CH:35][C:32]([CH2:33][Zn+])=[CH:31][CH:30]=1.O1CCCC1.